Dataset: Full USPTO retrosynthesis dataset with 1.9M reactions from patents (1976-2016). Task: Predict the reactants needed to synthesize the given product. (1) The reactants are: [NH2:1][C:2]1[N:11]=[C:10](O)[C:9]2[C:4](=[N:5][CH:6]=[C:7]([C:13]3[CH:18]=[CH:17][C:16]([O:19][CH:20]([CH3:22])[CH3:21])=[C:15]([O:23][CH3:24])[CH:14]=3)[N:8]=2)[N:3]=1.[CH3:25][C:26]1[CH:31]=[CH:30][C:29]([N:32]2[CH2:37][CH2:36][NH:35][CH2:34][CH2:33]2)=[CH:28][CH:27]=1.O.C1(C)C=CC(S(O)(=O)=O)=CC=1.S([O-])([O-])(=O)=O.[NH4+].[NH4+].C[Si](C)(C)N[Si](C)(C)C. Given the product [NH2:1][C:2]1[N:11]=[C:10]([N:35]2[CH2:36][CH2:37][N:32]([C:29]3[CH:30]=[CH:31][C:26]([CH3:25])=[CH:27][CH:28]=3)[CH2:33][CH2:34]2)[C:9]2[C:4](=[N:5][CH:6]=[C:7]([C:13]3[CH:18]=[CH:17][C:16]([O:19][CH:20]([CH3:22])[CH3:21])=[C:15]([O:23][CH3:24])[CH:14]=3)[N:8]=2)[N:3]=1, predict the reactants needed to synthesize it. (2) The reactants are: [CH3:1][C:2]1[NH:7][C:6](=[O:8])[CH:5]=[CH:4][CH:3]=1.[Br:9][C:10]1[CH:11]=[C:12]([CH2:16]O)[CH:13]=[N:14][CH:15]=1.C1(P(C2C=CC=CC=2)C2C=CC=CC=2)C=CC=CC=1.C1C(COC(/N=N\C(OCC2C=CC(Cl)=CC=2)=O)=O)=CC=C(Cl)C=1.C([O-])(O)=O.[Na+]. Given the product [Br:9][C:10]1[CH:11]=[C:12]([CH2:16][O:8][C:6]2[CH:5]=[CH:4][CH:3]=[C:2]([CH3:1])[N:7]=2)[CH:13]=[N:14][CH:15]=1, predict the reactants needed to synthesize it. (3) Given the product [CH3:14][C:12]1[N:13]=[C:9]2[CH:8]=[CH:7][CH:6]=[C:5]3[N:10]2[C:11]=1[C:15](=[O:17])[NH:4]3, predict the reactants needed to synthesize it. The reactants are: [H-].[Na+].Cl.[NH2:4][C:5]1[N:10]2[C:11]([C:15]([O:17]CC)=O)=[C:12]([CH3:14])[N:13]=[C:9]2[CH:8]=[CH:7][CH:6]=1.O. (4) Given the product [CH2:1]([C:4]1[NH:5][C:6]2[C:32]([CH3:33])=[CH:31][C:30]([CH3:34])=[CH:29][C:7]=2[N:8]=1)[CH3:3], predict the reactants needed to synthesize it. The reactants are: [CH:1]1([C:4]2[N:8](CC3C=CC4/C(=C(\C)/C#N)/C5C=CC=CC=5OCC=4C=3)[C:7]3[CH:29]=[CH:30][CH:31]=[C:32]([CH3:33])[C:6]=3[N:5]=2)[CH2:3]C1.[CH:34]1(C2NC3C(C)=CC=CC=3N=2)CC1. (5) The reactants are: Br[C:2]1[CH:20]=[CH:19][C:5]([O:6][CH2:7][CH:8]2[CH2:13][CH2:12][N:11]([CH2:14][C:15]([F:18])([CH3:17])[CH3:16])[CH2:10][CH2:9]2)=[CH:4][CH:3]=1.[Li]CCCC.[B:26](OC(C)C)([O:31]C(C)C)[O:27]C(C)C.Cl. Given the product [F:18][C:15]([CH3:17])([CH3:16])[CH2:14][N:11]1[CH2:12][CH2:13][CH:8]([CH2:7][O:6][C:5]2[CH:19]=[CH:20][C:2]([B:26]([OH:31])[OH:27])=[CH:3][CH:4]=2)[CH2:9][CH2:10]1, predict the reactants needed to synthesize it. (6) The reactants are: [H-].[Na+].[F:3][C:4]([F:18])([F:17])[C:5]1[CH:10]=[CH:9][CH:8]=[CH:7][C:6]=1[CH:11]([OH:16])[C:12]([F:15])([F:14])[F:13].[NH2:19][C:20]1[N:25]=[C:24](Cl)[CH:23]=[C:22]([Cl:27])[N:21]=1.O. Given the product [Cl:27][C:22]1[CH:23]=[C:24]([O:16][CH:11]([C:6]2[CH:7]=[CH:8][CH:9]=[CH:10][C:5]=2[C:4]([F:17])([F:18])[F:3])[C:12]([F:13])([F:14])[F:15])[N:25]=[C:20]([NH2:19])[N:21]=1, predict the reactants needed to synthesize it. (7) The reactants are: [CH2:1]([O:3][C:4]([C:6]1[CH:7]=[N:8][C:9]2[C:14]([C:15]=1Cl)=[CH:13][CH:12]=[CH:11][C:10]=2[CH3:17])=[O:5])[CH3:2].[CH:18]1([NH2:23])[CH2:22][CH2:21][CH2:20][CH2:19]1. Given the product [CH2:1]([O:3][C:4]([C:6]1[CH:7]=[N:8][C:9]2[C:14]([C:15]=1[NH:23][CH:18]1[CH2:22][CH2:21][CH2:20][CH2:19]1)=[CH:13][CH:12]=[CH:11][C:10]=2[CH3:17])=[O:5])[CH3:2], predict the reactants needed to synthesize it. (8) Given the product [CH3:14][O:13][CH2:12][CH2:11][O:1][C:2]1[CH:3]=[C:4]([CH:7]=[CH:8][CH:9]=1)[CH:5]=[O:6], predict the reactants needed to synthesize it. The reactants are: [OH:1][C:2]1[CH:3]=[C:4]([CH:7]=[CH:8][CH:9]=1)[CH:5]=[O:6].Br[CH2:11][CH2:12][O:13][CH3:14].C([O-])([O-])=O.[Cs+].[Cs+]. (9) Given the product [CH2:1]([N:8]1[C:16]2[C:11](=[CH:12][CH:13]=[CH:14][CH:15]=2)[C:10]([C:18]2[CH:23]=[C:22]([CH3:24])[CH:21]=[C:20]([CH3:25])[CH:19]=2)([C:32]2[CH:31]=[C:30]([CH3:34])[C:29]([OH:35])=[C:28]([CH3:27])[CH:33]=2)[C:9]1=[O:26])[C:2]1[CH:3]=[CH:4][CH:5]=[CH:6][CH:7]=1, predict the reactants needed to synthesize it. The reactants are: [CH2:1]([N:8]1[C:16]2[C:11](=[CH:12][CH:13]=[CH:14][CH:15]=2)[C:10]([C:18]2[CH:23]=[C:22]([CH3:24])[CH:21]=[C:20]([CH3:25])[CH:19]=2)(O)[C:9]1=[O:26])[C:2]1[CH:7]=[CH:6][CH:5]=[CH:4][CH:3]=1.[CH3:27][C:28]1[CH:33]=[CH:32][CH:31]=[C:30]([CH3:34])[C:29]=1[OH:35]. (10) Given the product [CH:66]([C:63]1[CH:62]=[CH:61][C:60]([C:20]2[CH:21]=[CH:22][CH:23]=[CH:24][CH:25]=2)=[CH:65][CH:64]=1)=[CH2:26], predict the reactants needed to synthesize it. The reactants are: [C:20]1([B-]([C:20]2[CH:25]=[CH:24][CH:23]=[CH:22][CH:21]=2)([C:20]2[CH:25]=[CH:24][CH:23]=[CH:22][CH:21]=2)[C:26]2C=CC=C[CH:26]=2)[CH:25]=[CH:24][CH:23]=[CH:22][CH:21]=1.[C:26]([PH+](C(C)(C)C)C(C)(C)C)(C)(C)C.[C:63]1([CH3:66])[CH:64]=[CH:65][C:60]([B-]([C:60]2[CH:65]=[CH:64][C:63]([CH3:66])=[CH:62][CH:61]=2)([C:60]2[CH:65]=[CH:64][C:63]([CH3:66])=[CH:62][CH:61]=2)[C:60]2[CH:65]=[CH:64][C:63]([CH3:66])=[CH:62][CH:61]=2)=[CH:61][CH:62]=1.C([PH+](C(C)(C)C)C(C)(C)C)(C)(C)C.C(P(C(C)(C)C)C(C)(C)C)(C)(C)C.